Dataset: Catalyst prediction with 721,799 reactions and 888 catalyst types from USPTO. Task: Predict which catalyst facilitates the given reaction. (1) Reactant: [C:1]([O:5][C:6]([NH:8][CH2:9][C@H:10]1[CH2:15][CH2:14][C@H:13]([C:16]([NH:18][C@H:19]([C:50]([O:52]C)=[O:51])[CH2:20][C:21]2[CH:26]=[CH:25][C:24]([C:27]3[CH:32]=[CH:31][C:30]([C:33]([NH:35][CH:36]4[CH2:41][CH2:40][N:39]([C:42]([O:44][C:45]([CH3:48])([CH3:47])[CH3:46])=[O:43])[CH2:38][CH2:37]4)=[O:34])=[CH:29][C:28]=3[CH3:49])=[CH:23][CH:22]=2)=[O:17])[CH2:12][CH2:11]1)=[O:7])([CH3:4])([CH3:3])[CH3:2].[OH-].[Li+].C(O)(=O)C. Product: [C:1]([O:5][C:6]([NH:8][CH2:9][C@H:10]1[CH2:11][CH2:12][C@H:13]([C:16]([NH:18][C@@H:19]([CH2:20][C:21]2[CH:22]=[CH:23][C:24]([C:27]3[CH:32]=[CH:31][C:30]([C:33](=[O:34])[NH:35][CH:36]4[CH2:41][CH2:40][N:39]([C:42]([O:44][C:45]([CH3:48])([CH3:47])[CH3:46])=[O:43])[CH2:38][CH2:37]4)=[CH:29][C:28]=3[CH3:49])=[CH:25][CH:26]=2)[C:50]([OH:52])=[O:51])=[O:17])[CH2:14][CH2:15]1)=[O:7])([CH3:2])([CH3:4])[CH3:3]. The catalyst class is: 30. (2) Reactant: [C:1]1([C:10]2[CH:15]=[CH:14][CH:13]=[CH:12][CH:11]=2)[CH:6]=[CH:5][CH:4]=[CH:3][C:2]=1[SiH:7]([CH3:9])[CH3:8].C12CC(CC1)C=C2. Product: [CH3:8][Si:7]1([CH3:9])[C:15]2[CH:14]=[CH:13][CH:12]=[CH:11][C:10]=2[C:1]2[CH:6]=[CH:5][CH:4]=[CH:3][C:2]1=2. The catalyst class is: 1.